From a dataset of Reaction yield outcomes from USPTO patents with 853,638 reactions. Predict the reaction yield, written as a fraction of the theoretical maximum amount of product (1.0 means a 100% yield; for example, 0.34 means a 34% yield). (1) The reactants are [CH3:1][O:2][C:3]1[C:7]2[C:8](=[O:16])[NH:9][C:10]3[CH:11]=[CH:12][CH:13]=[CH:14][C:15]=3[C:6]=2[N:5]([CH3:17])[C:4]=1[C:18]([NH:20][CH:21]1[CH2:26][CH2:25][NH:24][CH2:23][CH2:22]1)=[O:19].C(N(CC)CC)C.[C:34]([O:37][CH2:38][C:39](Cl)=[O:40])(=[O:36])[CH3:35]. The catalyst is C1COCC1.C(=O)([O-])O.[Na+]. The product is [C:34]([O:37][CH2:38][C:39]([N:24]1[CH2:25][CH2:26][CH:21]([NH:20][C:18]([C:4]2[N:5]([CH3:17])[C:6]3[C:15]4[CH:14]=[CH:13][CH:12]=[CH:11][C:10]=4[NH:9][C:8](=[O:16])[C:7]=3[C:3]=2[O:2][CH3:1])=[O:19])[CH2:22][CH2:23]1)=[O:40])(=[O:36])[CH3:35]. The yield is 0.560. (2) The reactants are [CH:1]12[CH2:10][CH:5]3[CH2:6][CH:7]([CH2:9][CH:3]([CH2:4]3)[CH:2]1[NH:11][C:12]([C:14]1[CH:15]=[N:16][N:17]([C:23]3[CH:28]=[CH:27][C:26]([CH2:29][C:30]([O:32]C)=[O:31])=[CH:25][CH:24]=3)[C:18]=1[S:19][CH2:20][CH2:21][CH3:22])=[O:13])[CH2:8]2.[OH-].[Na+]. The catalyst is CO. The product is [CH:1]12[CH2:10][CH:5]3[CH2:6][CH:7]([CH2:9][CH:3]([CH2:4]3)[CH:2]1[NH:11][C:12]([C:14]1[CH:15]=[N:16][N:17]([C:23]3[CH:24]=[CH:25][C:26]([CH2:29][C:30]([OH:32])=[O:31])=[CH:27][CH:28]=3)[C:18]=1[S:19][CH2:20][CH2:21][CH3:22])=[O:13])[CH2:8]2. The yield is 0.310. (3) The reactants are [CH3:1][C:2]([NH:11][C:12](=[O:15])[CH2:13][CH3:14])([CH3:10])[CH2:3][C:4]1[CH:9]=[CH:8][CH:7]=[CH:6][CH:5]=1.[N+:16]([O-])([O-:18])=[O:17].[K+]. The catalyst is OS(O)(=O)=O. The product is [CH3:10][C:2]([NH:11][C:12](=[O:15])[CH2:13][CH3:14])([CH3:1])[CH2:3][C:4]1[CH:5]=[CH:6][C:7]([N+:16]([O-:18])=[O:17])=[CH:8][CH:9]=1. The yield is 0.550.